Dataset: Peptide-MHC class II binding affinity with 134,281 pairs from IEDB. Task: Regression. Given a peptide amino acid sequence and an MHC pseudo amino acid sequence, predict their binding affinity value. This is MHC class II binding data. (1) The peptide sequence is SQHLELSWNLNGLQAY. The MHC is DRB1_0401 with pseudo-sequence DRB1_0401. The binding affinity (normalized) is 0.144. (2) The peptide sequence is APEVKYTVFETALKK. The MHC is DRB1_1101 with pseudo-sequence DRB1_1101. The binding affinity (normalized) is 0.499. (3) The peptide sequence is TPVNIIGRNLLTQIG. The MHC is DRB1_0802 with pseudo-sequence DRB1_0802. The binding affinity (normalized) is 0.478.